From a dataset of Full USPTO retrosynthesis dataset with 1.9M reactions from patents (1976-2016). Predict the reactants needed to synthesize the given product. (1) Given the product [CH3:1][O:2][C:3]1[C:10]([C:11]2[CH:16]=[CH:15][CH:14]=[CH:13][CH:12]=2)=[C:9]([O:17][CH3:18])[CH:8]=[CH:7][C:4]=1/[CH:5]=[CH:29]/[C:30]([OH:32])=[O:31], predict the reactants needed to synthesize it. The reactants are: [CH3:1][O:2][C:3]1[C:10]([C:11]2[CH:16]=[CH:15][CH:14]=[CH:13][CH:12]=2)=[C:9]([O:17][CH3:18])[CH:8]=[CH:7][C:4]=1[CH:5]=O.ClC1C(OC)=C(C=[CH:29][C:30]([OH:32])=[O:31])C=CC=1OC. (2) Given the product [CH2:1]([O:8][C:9]1[CH:14]=[CH:13][C:12]([C@@H:15]([OH:18])[CH2:16][Br:17])=[CH:11][C:10]=1[NH:19][CH:24]=[O:25])[C:2]1[CH:7]=[CH:6][CH:5]=[CH:4][CH:3]=1, predict the reactants needed to synthesize it. The reactants are: [CH2:1]([O:8][C:9]1[CH:14]=[CH:13][C:12]([C@@H:15]([OH:18])[CH2:16][Br:17])=[CH:11][C:10]=1[N+:19]([O-])=O)[C:2]1[CH:7]=[CH:6][CH:5]=[CH:4][CH:3]=1.[H][H].[CH:24](O)=[O:25].C(OC(=O)C)(=O)C.